From a dataset of Full USPTO retrosynthesis dataset with 1.9M reactions from patents (1976-2016). Predict the reactants needed to synthesize the given product. (1) Given the product [Cl:8][C:9]1[CH:10]=[C:11]([CH2:15][CH:16]([OH:35])/[CH:17]=[CH:18]/[C@H:19]2[CH2:24][CH2:23][CH2:22][C:21](=[O:25])[N:20]2[CH2:26][CH2:27][CH2:28][CH2:29][O:30][CH2:31][C:32]([NH2:3])=[O:33])[CH:12]=[CH:13][CH:14]=1, predict the reactants needed to synthesize it. The reactants are: C([N:3](CC)CC)C.[Cl:8][C:9]1[CH:10]=[C:11]([CH2:15][CH:16]([OH:35])/[CH:17]=[CH:18]/[C@H:19]2[CH2:24][CH2:23][CH2:22][C:21](=[O:25])[N:20]2[CH2:26][CH2:27][CH2:28][CH2:29][O:30][CH2:31][C:32](O)=[O:33])[CH:12]=[CH:13][CH:14]=1.ClC(OCC)=O.N.C([O-])(O)=O.[Na+]. (2) Given the product [OH:1][CH2:2][CH2:3][CH2:4][CH2:5][CH2:6][CH2:7][CH2:8][O:9][C:10]1[CH:15]=[CH:14][N:13]=[C:12]([CH2:17][O:22][C:19](=[O:21])[CH3:20])[C:11]=1[CH3:18], predict the reactants needed to synthesize it. The reactants are: [OH:1][CH2:2][CH2:3][CH2:4][CH2:5][CH2:6][CH2:7][CH2:8][O:9][C:10]1[CH:15]=[CH:14][N+:13]([O-])=[C:12]([CH3:17])[C:11]=1[CH3:18].[C:19]([O:22]C(=O)C)(=[O:21])[CH3:20]. (3) Given the product [S:2]1[C:10]2[CH:9]=[CH:8][N:7]=[CH:6][C:5]=2[CH:4]=[C:3]1[CH:11]([NH2:12])[CH3:14], predict the reactants needed to synthesize it. The reactants are: Cl.[S:2]1[C:10]2[CH:9]=[CH:8][N:7]=[CH:6][C:5]=2[CH:4]=[C:3]1[CH2:11][NH2:12].S1C2C=CN=CC=2C=[C:14]1C(O)C.N1C2=NC=CC=C2C(CN)=C1. (4) Given the product [I:1][C:2]1[CH:10]=[CH:9][C:8]([Br:11])=[CH:7][C:3]=1[CH2:4][OH:5], predict the reactants needed to synthesize it. The reactants are: [I:1][C:2]1[CH:10]=[CH:9][C:8]([Br:11])=[CH:7][C:3]=1[C:4](O)=[O:5].CSC.